The task is: Predict the reactants needed to synthesize the given product.. This data is from Full USPTO retrosynthesis dataset with 1.9M reactions from patents (1976-2016). (1) The reactants are: CC1C=CC(S(O[CH2:12][CH2:13][C:14]2[CH:19]=[CH:18][CH:17]=[C:16]([C:20]([CH3:23])([CH3:22])[CH3:21])[CH:15]=2)(=O)=O)=CC=1.[C:24]1([C:30]([C:38]2[CH:43]=[CH:42][CH:41]=[CH:40][CH:39]=2)([CH:32]2[CH2:37][CH2:36][NH:35][CH2:34][CH2:33]2)[OH:31])[CH:29]=[CH:28][CH:27]=[CH:26][CH:25]=1.C(#N)C. Given the product [C:20]([C:16]1[CH:15]=[C:14]([CH:19]=[CH:18][CH:17]=1)[CH2:13][CH2:12][N:35]1[CH2:34][CH2:33][CH:32]([C:30]([C:38]2[CH:43]=[CH:42][CH:41]=[CH:40][CH:39]=2)([C:24]2[CH:25]=[CH:26][CH:27]=[CH:28][CH:29]=2)[OH:31])[CH2:37][CH2:36]1)([CH3:21])([CH3:22])[CH3:23], predict the reactants needed to synthesize it. (2) Given the product [CH3:38][O:37][C:34]1[CH:33]=[CH:32][C:31]([CH2:30][N:8]([CH2:7][C:6]2[CH:5]=[CH:4][C:3]([O:2][CH3:1])=[CH:40][CH:39]=2)[C:9]2[N:10]=[CH:11][C:12]([C:15]3[C:16]4[CH2:29][CH2:28][N:27]([C:42]5[CH:50]=[CH:49][C:45]([C:46]([OH:48])=[O:47])=[CH:44][CH:43]=5)[C:17]=4[N:18]=[C:19]([N:21]4[CH2:26][CH2:25][O:24][CH2:23][CH2:22]4)[N:20]=3)=[CH:13][N:14]=2)=[CH:36][CH:35]=1, predict the reactants needed to synthesize it. The reactants are: [CH3:1][O:2][C:3]1[CH:40]=[CH:39][C:6]([CH2:7][N:8]([CH2:30][C:31]2[CH:36]=[CH:35][C:34]([O:37][CH3:38])=[CH:33][CH:32]=2)[C:9]2[N:14]=[CH:13][C:12]([C:15]3[C:16]4[CH2:29][CH2:28][NH:27][C:17]=4[N:18]=[C:19]([N:21]4[CH2:26][CH2:25][O:24][CH2:23][CH2:22]4)[N:20]=3)=[CH:11][N:10]=2)=[CH:5][CH:4]=1.Br[C:42]1[CH:50]=[CH:49][C:45]([C:46]([OH:48])=[O:47])=[CH:44][CH:43]=1.CC(C1C=C(C(C)C)C(C2C=CC=CC=2P(C2CCCCC2)C2CCCCC2)=C(C(C)C)C=1)C.P([O-])([O-])([O-])=O.[K+].[K+].[K+].Cl. (3) Given the product [Cl:1][C:2]1[N:3]=[N:4][CH:5]=[C:6]([C:15]2[CH:14]=[CH:13][CH:12]=[C:11]([O:10][CH3:9])[CH:16]=2)[CH:7]=1, predict the reactants needed to synthesize it. The reactants are: [Cl:1][C:2]1[N:3]=[N:4][CH:5]=[C:6](Cl)[CH:7]=1.[CH3:9][O:10][C:11]1[CH:12]=[C:13](B(O)O)[CH:14]=[CH:15][CH:16]=1.[F-].[K+].